Task: Predict the reactants needed to synthesize the given product.. Dataset: Full USPTO retrosynthesis dataset with 1.9M reactions from patents (1976-2016) (1) Given the product [F:1][C:2]1[CH:3]=[C:4]([CH:22]=[CH:23][C:24]=1[S:25]([CH3:28])(=[O:26])=[O:27])[O:5][CH2:6][CH2:7][CH2:8][CH:9]1[CH2:10][CH2:11][NH:12][CH2:13][CH2:14]1, predict the reactants needed to synthesize it. The reactants are: [F:1][C:2]1[CH:3]=[C:4]([CH:22]=[CH:23][C:24]=1[S:25]([CH3:28])(=[O:27])=[O:26])[O:5][CH2:6][CH2:7][CH2:8][CH:9]1[CH2:14][CH2:13][N:12](C(OC(C)(C)C)=O)[CH2:11][CH2:10]1.Cl. (2) Given the product [OH:38][C:36]([CH3:39])([CH3:37])[CH2:35][N:32]1[CH:33]=[CH:34][C:30]([NH:29][C:8](=[O:10])[CH:7]([N:11]2[C:16](=[O:17])[CH:15]=[C:14]([O:18][C:19]3[C:28]4[C:23](=[CH:24][CH:25]=[CH:26][CH:27]=4)[CH:22]=[CH:21][CH:20]=3)[CH:13]=[N:12]2)[CH2:6][CH2:1][CH2:5][CH2:4][CH2:3][CH3:2])=[N:31]1, predict the reactants needed to synthesize it. The reactants are: [CH:1]1([CH2:6][CH:7]([N:11]2[C:16](=[O:17])[CH:15]=[C:14]([O:18][C:19]3[C:28]4[C:23](=[CH:24][CH:25]=[CH:26][CH:27]=4)[CH:22]=[CH:21][CH:20]=3)[CH:13]=[N:12]2)[C:8]([OH:10])=O)[CH2:5][CH2:4][CH2:3][CH2:2]1.[NH2:29][C:30]1[CH:34]=[CH:33][N:32]([CH2:35][C:36]([CH3:39])([OH:38])[CH3:37])[N:31]=1.